Dataset: Forward reaction prediction with 1.9M reactions from USPTO patents (1976-2016). Task: Predict the product of the given reaction. (1) Given the reactants C([O:3][C:4](=O)[CH2:5][N:6]1[CH:11]=[C:10]([C:12]2[C:21]3[C:16](=[CH:17][C:18]([O:27][CH3:28])=[C:19]4[O:24][C:23]([CH3:26])([CH3:25])[CH2:22][C:20]4=3)[CH2:15][C:14]([CH3:30])([CH3:29])[N:13]=2)[CH:9]=[CH:8][C:7]1=[O:31])C.[NH2:33][C:34]1[CH:35]=[N:36][CH:37]=[CH:38][CH:39]=1.Cl, predict the reaction product. The product is: [O:31]=[C:7]1[CH:8]=[CH:9][C:10]([C:12]2[C:21]3[C:16](=[CH:17][C:18]([O:27][CH3:28])=[C:19]4[O:24][C:23]([CH3:26])([CH3:25])[CH2:22][C:20]4=3)[CH2:15][C:14]([CH3:29])([CH3:30])[N:13]=2)=[CH:11][N:6]1[CH2:5][C:4]([NH:33][C:34]1[CH:35]=[N:36][CH:37]=[CH:38][CH:39]=1)=[O:3]. (2) Given the reactants Cl[C:2]([CH2:4][C:5]1[CH:10]=[CH:9][C:8]([O:11][C:12](=[O:14])[CH3:13])=[CH:7][CH:6]=1)=[O:3].C(N(CC)CC)C.[F:22][C:23]([F:32])([F:31])[C:24]1[CH:29]=[CH:28][C:27]([NH2:30])=[CH:26][CH:25]=1, predict the reaction product. The product is: [F:22][C:23]([F:31])([F:32])[C:24]1[CH:25]=[CH:26][C:27]([NH:30][C:2]([CH2:4][C:5]2[CH:10]=[CH:9][C:8]([O:11][C:12](=[O:14])[CH3:13])=[CH:7][CH:6]=2)=[O:3])=[CH:28][CH:29]=1. (3) Given the reactants [CH3:1][O:2][C:3]1[CH:12]=[C:11]2[C:6]([N:7]=[C:8]([CH3:14])[C:9](=O)[NH:10]2)=[CH:5][CH:4]=1.C(OCC)(=O)C.P(Cl)(Cl)([Cl:23])=O, predict the reaction product. The product is: [Cl:23][C:9]1[C:8]([CH3:14])=[N:7][C:6]2[C:11]([N:10]=1)=[CH:12][C:3]([O:2][CH3:1])=[CH:4][CH:5]=2. (4) The product is: [OH:22][CH2:20][C:19]([NH:41][S:38]([C:29]1[CH:30]=[CH:31][C:32]([CH3:37])=[C:33]([NH:34][C:20]([C:19]2[CH:18]=[N:17][N:11]3[C:12]([CH:14]4[CH2:15][CH2:16]4)=[CH:13][C:8]([C:5]4[CH:4]=[CH:3][C:2]([Cl:1])=[CH:7][CH:6]=4)=[N:9][C:10]=23)=[O:22])[CH:28]=1)(=[O:39])=[O:40])([CH3:18])[CH3:10]. Given the reactants [Cl:1][C:2]1[CH:7]=[CH:6][C:5]([C:8]2[CH:13]=[C:12]([CH:14]3[CH2:16][CH2:15]3)[N:11]3[N:17]=[CH:18][C:19]([C:20]([OH:22])=O)=[C:10]3[N:9]=2)=[CH:4][CH:3]=1.OCC([C:28]1[C:33]([N+:34]([O-])=O)=[C:32]([CH3:37])[CH:31]=[CH:30][C:29]=1[S:38]([NH2:41])(=[O:40])=[O:39])(C)C, predict the reaction product. (5) Given the reactants F[C:2]1[CH:7]=[CH:6][N:5]2[C:8]([C:11]([NH:13][C:14]3[CH:22]=[CH:21][CH:20]=[C:19]4[C:15]=3[C:16]([CH3:33])=[N:17][N:18]4[CH2:23][C:24]3[CH:29]=[CH:28][CH:27]=[C:26]([CH:30]([CH3:32])[CH3:31])[N:25]=3)=[O:12])=[CH:9][N:10]=[C:4]2[CH:3]=1.[CH3:34][C@@H:35]1[N:40]([CH3:41])[CH2:39][CH2:38][N:37]([CH2:42][CH2:43][OH:44])[CH2:36]1.O1CCN(CCO)C[CH2:46]1, predict the reaction product. The product is: [C:30]([C:26]1[N:25]=[C:24]([CH2:23][N:18]2[C:19]3[C:15](=[C:14]([NH:13][C:11]([C:8]4[N:5]5[CH:6]=[CH:7][C:2]([O:44][CH2:43][CH2:42][N:37]6[CH2:38][CH2:39][N:40]([CH3:41])[CH:35]([CH3:34])[CH2:36]6)=[CH:3][C:4]5=[N:10][CH:9]=4)=[O:12])[CH:22]=[CH:21][CH:20]=3)[C:16]([CH3:33])=[N:17]2)[CH:29]=[CH:28][CH:27]=1)([CH3:46])([CH3:32])[CH3:31]. (6) Given the reactants [NH:1]1[C:9]2[C:4](=[N:5][CH:6]=[CH:7][CH:8]=2)[CH2:3][C:2]1=[O:10].[Cl:11][C:12]1[C:13]([F:20])=[C:14]([CH:17]=[CH:18][CH:19]=1)[CH:15]=O.N1CCCCC1, predict the reaction product. The product is: [Cl:11][C:12]1[C:13]([F:20])=[C:14]([CH:17]=[CH:18][CH:19]=1)/[CH:15]=[C:3]1\[C:2](=[O:10])[NH:1][C:9]2[C:4]\1=[N:5][CH:6]=[CH:7][CH:8]=2.